Dataset: Forward reaction prediction with 1.9M reactions from USPTO patents (1976-2016). Task: Predict the product of the given reaction. (1) Given the reactants Br[CH2:2][C:3]1[C:8]([CH3:9])=[CH:7][CH:6]=[CH:5][C:4]=1[N:10]1[C:14](=[O:15])[N:13]([CH3:16])[N:12]=[N:11]1.[Br:17][C:18]1[CH:23]=[CH:22][C:21]([OH:24])=[CH:20][C:19]=1[CH2:25][CH3:26].C(=O)([O-])[O-].[K+].[K+].C(#N)C, predict the reaction product. The product is: [Br:17][C:18]1[CH:23]=[CH:22][C:21]([O:24][CH2:2][C:3]2[C:8]([CH3:9])=[CH:7][CH:6]=[CH:5][C:4]=2[N:10]2[C:14](=[O:15])[N:13]([CH3:16])[N:12]=[N:11]2)=[CH:20][C:19]=1[CH2:25][CH3:26]. (2) Given the reactants C(O)(=O)C.[CH:5]([NH2:7])=[NH:6].CO[Na].[Cl:11][C:12]1[CH:13]=[C:14]([CH:27]=[C:28]([C:30]#[N:31])[CH:29]=1)[O:15][CH:16]([C:22](OCC)=[O:23])[C:17](OCC)=[O:18], predict the reaction product. The product is: [Cl:11][C:12]1[CH:29]=[C:28]([CH:27]=[C:14]([O:15][C:16]2[C:17](=[O:18])[NH:7][CH:5]=[N:6][C:22]=2[OH:23])[CH:13]=1)[C:30]#[N:31]. (3) The product is: [C:1]([C:3]1[N:11]=[CH:10][C:9]2[N:8]([CH2:12][O:13][CH2:14][CH2:15][Si:16]([CH3:19])([CH3:18])[CH3:17])[C:7]3[N:20]=[CH:21][CH:22]=[C:23]([N:24]4[CH2:29][CH2:28][CH2:27][C@H:26]([N:30]([CH2:41][CH3:42])[C:31](=[O:37])[O:32][C:33]([CH3:34])([CH3:36])[CH3:35])[CH2:25]4)[C:6]=3[C:5]=2[CH:4]=1)#[N:2]. Given the reactants [C:1]([C:3]1[N:11]=[CH:10][C:9]2[N:8]([CH2:12][O:13][CH2:14][CH2:15][Si:16]([CH3:19])([CH3:18])[CH3:17])[C:7]3[N:20]=[CH:21][CH:22]=[C:23]([N:24]4[CH2:29][CH2:28][CH2:27][C@H:26]([NH:30][C:31](=[O:37])[O:32][C:33]([CH3:36])([CH3:35])[CH3:34])[CH2:25]4)[C:6]=3[C:5]=2[CH:4]=1)#[N:2].[H-].[Na+].I[CH2:41][CH3:42], predict the reaction product. (4) The product is: [CH3:1][C:2]1([CH3:29])[C:10]2[CH:9]=[N:8][C:7]([NH:30][CH:31]3[CH2:36][CH2:35][O:34][CH2:33][CH2:32]3)=[N:6][C:5]=2[CH:4]([C:15]([O:17][CH3:18])=[O:16])[N:3]1[C:19]([O:21][CH2:22][C:23]1[CH:28]=[CH:27][CH:26]=[CH:25][CH:24]=1)=[O:20]. Given the reactants [CH3:1][C:2]1([CH3:29])[C:10]2[CH:9]=[N:8][C:7](S(C)(=O)=O)=[N:6][C:5]=2[CH:4]([C:15]([O:17][CH3:18])=[O:16])[N:3]1[C:19]([O:21][CH2:22][C:23]1[CH:28]=[CH:27][CH:26]=[CH:25][CH:24]=1)=[O:20].[NH2:30][CH:31]1[CH2:36][CH2:35][O:34][CH2:33][CH2:32]1, predict the reaction product. (5) The product is: [C:1]([O:5][C:6]([N:8]1[CH2:13][CH2:12][N:11]([CH2:14][C:15]2[C:20]([O:21][C:22]([F:23])([F:25])[F:24])=[CH:19][C:18]([C:26]([OH:28])=[O:27])=[C:17]([NH2:31])[C:16]=2[Cl:32])[CH2:10][CH2:9]1)=[O:7])([CH3:4])([CH3:2])[CH3:3]. Given the reactants [C:1]([O:5][C:6]([N:8]1[CH2:13][CH2:12][N:11]([CH2:14][C:15]2[C:20]([O:21][C:22]([F:25])([F:24])[F:23])=[CH:19][C:18]([C:26]([O:28]CC)=[O:27])=[C:17]([NH2:31])[C:16]=2[Cl:32])[CH2:10][CH2:9]1)=[O:7])([CH3:4])([CH3:3])[CH3:2].NC1C(Cl)=C(C=O)C(C(F)(F)F)=CC=1C(O)=O, predict the reaction product. (6) Given the reactants CNCCNC(=O)C1C=CC(NC2N=C(C3N(C(C)C)C(C)=NC=3)C=CN=2)=CC=1.[CH3:30][N:31](C)[CH2:32][CH2:33][NH:34][C:35](=[O:59])[C:36]1[CH:41]=[CH:40][C:39]([NH:42][C:43]2[N:48]=[C:47]([C:49]3[N:50]([CH:55]([CH3:57])[CH3:56])[C:51]([CH3:54])=[N:52][CH:53]=3)[C:46]([F:58])=[CH:45][N:44]=2)=[CH:38][CH:37]=1, predict the reaction product. The product is: [F:58][C:46]1[C:47]([C:49]2[N:50]([CH:55]([CH3:57])[CH3:56])[C:51]([CH3:54])=[N:52][CH:53]=2)=[N:48][C:43]([NH:42][C:39]2[CH:40]=[CH:41][C:36]([C:35]([NH:34][CH2:33][CH2:32][NH:31][CH3:30])=[O:59])=[CH:37][CH:38]=2)=[N:44][CH:45]=1. (7) Given the reactants COC1C=CC(C[O:8][C:9]([C:11]2[CH:20]=[C:19]([O:21][CH2:22][C:23](=[O:35])[NH:24][C:25]3[CH:30]=[CH:29][CH:28]=[CH:27][C:26]=3[C:31]([O:33][CH3:34])=[O:32])[C:18]3[C:13](=[CH:14][C:15]([Cl:37])=[CH:16][C:17]=3[Cl:36])[CH:12]=2)=[O:10])=CC=1.C(O)(C(F)(F)F)=O, predict the reaction product. The product is: [Cl:36][C:17]1[CH:16]=[C:15]([Cl:37])[CH:14]=[C:13]2[C:18]=1[C:19]([O:21][CH2:22][C:23](=[O:35])[NH:24][C:25]1[CH:30]=[CH:29][CH:28]=[CH:27][C:26]=1[C:31]([O:33][CH3:34])=[O:32])=[CH:20][C:11]([C:9]([OH:10])=[O:8])=[CH:12]2.